From a dataset of Full USPTO retrosynthesis dataset with 1.9M reactions from patents (1976-2016). Predict the reactants needed to synthesize the given product. (1) Given the product [CH3:19][C:14]1[N:13]2[CH:20]=[C:10](/[CH:9]=[CH:8]/[C:4]3[N:5]([CH3:7])[CH:6]=[C:2]([C:26]4[S:27][CH:28]=[CH:29][CH:30]=4)[N:3]=3)[N:11]=[C:12]2[N:17]=[C:16]([CH3:18])[CH:15]=1, predict the reactants needed to synthesize it. The reactants are: Br[C:2]1[N:3]=[C:4]([CH:8]=[CH:9][C:10]2[N:11]=[C:12]3[N:17]=[C:16]([CH3:18])[CH:15]=[C:14]([CH3:19])[N:13]3[CH:20]=2)[N:5]([CH3:7])[CH:6]=1.C([Sn](CCCC)(CCCC)[C:26]1[S:27][CH:28]=[CH:29][CH:30]=1)CCC.CN(C=O)C.C(=O)(O)[O-].[Na+]. (2) Given the product [CH:22]1([C:19]2[CH:20]=[CH:21][C:16]([CH2:15][CH:14]([NH:13][C:11](=[O:12])[C:10]3[CH:9]=[CH:8][C:7]([O:6][CH2:5][CH2:4][CH:1]4[CH2:2][CH2:3]4)=[CH:32][CH:31]=3)[C:25]([NH:27][CH2:28][CH2:29][OH:30])=[O:26])=[CH:17][CH:18]=2)[CH2:23][CH2:24]1, predict the reactants needed to synthesize it. The reactants are: [CH:1]1([CH2:4][CH2:5][O:6][C:7]2[CH:32]=[CH:31][C:10]([C:11]([NH:13]/[C:14](/[C:25]([NH:27][CH2:28][CH2:29][OH:30])=[O:26])=[CH:15]\[C:16]3[CH:21]=[CH:20][C:19]([CH:22]4[CH2:24][CH2:23]4)=[CH:18][CH:17]=3)=[O:12])=[CH:9][CH:8]=2)[CH2:3][CH2:2]1. (3) The reactants are: I[C:2]1[CH:7]=[C:6]([O:8][CH3:9])[N:5]=[CH:4][N:3]=1.[Cl:10][C:11]1[CH:12]=[CH:13][C:14]([N:44]2[CH:48]=[C:47]([C:49]([F:52])([F:51])[F:50])[N:46]=[N:45]2)=[C:15]([C:17]2[N:18]=[CH:19][N:20]([C@@H:24]3[C:40]4[CH:41]=[C:36]([CH:37]=[CH:38][N:39]=4)[C:35]4[NH:34][N:33]=[CH:32][C:31]=4[NH:30][C:29](=[O:42])[C@H:28]([CH3:43])[CH2:27][CH2:26][CH2:25]3)[C:21](=[O:23])[CH:22]=2)[CH:16]=1. Given the product [Cl:10][C:11]1[CH:12]=[CH:13][C:14]([N:44]2[CH:48]=[C:47]([C:49]([F:51])([F:50])[F:52])[N:46]=[N:45]2)=[C:15]([C:17]2[N:18]=[CH:19][N:20]([C@@H:24]3[C:40]4[CH:41]=[C:36]([CH:37]=[CH:38][N:39]=4)[C:35]4[N:34]([C:2]5[CH:7]=[C:6]([O:8][CH3:9])[N:5]=[CH:4][N:3]=5)[N:33]=[CH:32][C:31]=4[NH:30][C:29](=[O:42])[C@H:28]([CH3:43])[CH2:27][CH2:26][CH2:25]3)[C:21](=[O:23])[CH:22]=2)[CH:16]=1, predict the reactants needed to synthesize it. (4) Given the product [CH2:6]([O:8][C:9]([C:11]1[S:12][C:13]([CH2:4][CH3:5])=[C:14]([C:26]#[N:27])[C:15]=1[C:16]1[CH:21]=[CH:20][C:19]([C:22]([CH3:24])([CH3:23])[CH3:25])=[CH:18][CH:17]=1)=[O:10])[CH3:7], predict the reactants needed to synthesize it. The reactants are: C([Zn][CH2:4][CH3:5])C.[CH2:6]([O:8][C:9]([C:11]1[S:12][C:13](S(C)(=O)=O)=[C:14]([C:26]#[N:27])[C:15]=1[C:16]1[CH:21]=[CH:20][C:19]([C:22]([CH3:25])([CH3:24])[CH3:23])=[CH:18][CH:17]=1)=[O:10])[CH3:7]. (5) Given the product [CH2:1]([C:4]1([CH2:10][O:11][Si:19]([CH2:23][CH3:24])([CH2:21][CH3:22])[CH2:17][CH3:18])[CH2:5][CH2:6][CH2:7][CH2:8][CH2:9]1)[CH:2]=[CH2:3], predict the reactants needed to synthesize it. The reactants are: [CH2:1]([C:4]1([CH2:10][OH:11])[CH2:9][CH2:8][CH2:7][CH2:6][CH2:5]1)[CH:2]=[CH2:3].N1C=CN=C1.[CH2:17]([Si:19]([CH2:23][CH3:24])([CH2:21][CH3:22])Cl)[CH3:18].